This data is from Forward reaction prediction with 1.9M reactions from USPTO patents (1976-2016). The task is: Predict the product of the given reaction. (1) Given the reactants [CH3:1][C:2]1[CH:3]=[CH:4][C:5]([CH2:8][C:9]2[CH:14]=[CH:13][C:12]([O:15][C:16]([N:18]3[CH2:23][CH2:22][CH:21]([OH:24])[CH2:20][CH2:19]3)=[O:17])=[CH:11][CH:10]=2)=[N:6][CH:7]=1.O[N:26]1[CH:30]=[CH:29][CH:28]=[N:27]1, predict the reaction product. The product is: [CH3:1][C:2]1[CH:3]=[CH:4][C:5]([CH2:8][C:9]2[CH:10]=[CH:11][C:12]([O:15][C:16]([N:18]3[CH2:23][CH2:22][CH:21]([O:24][N:26]4[CH:30]=[CH:29][CH:28]=[N:27]4)[CH2:20][CH2:19]3)=[O:17])=[CH:13][CH:14]=2)=[N:6][CH:7]=1. (2) Given the reactants [N:1]1[CH:6]=[CH:5][C:4]([C:7]2[CH:12]=[C:11]([C:13]3[CH:14]=[N:15][C:16]([C:19]([F:22])([F:21])[F:20])=[CH:17][CH:18]=3)[CH:10]=[CH:9][C:8]=2[OH:23])=[CH:3][N:2]=1.C(=O)([O-])[O-].[K+].[K+].[Cl:30][C:31]1[C:32](F)=[CH:33][C:34]([F:57])=[C:35]([S:37]([N:40]([CH2:46][C:47]2[CH:52]=[CH:51][C:50]([O:53][CH3:54])=[CH:49][C:48]=2[O:55][CH3:56])[C:41]2[S:42][CH:43]=[N:44][N:45]=2)(=[O:39])=[O:38])[CH:36]=1, predict the reaction product. The product is: [Cl:30][C:31]1[C:32]([O:23][C:8]2[CH:9]=[CH:10][C:11]([C:13]3[CH:14]=[N:15][C:16]([C:19]([F:20])([F:21])[F:22])=[CH:17][CH:18]=3)=[CH:12][C:7]=2[C:4]2[CH:5]=[CH:6][N:1]=[N:2][CH:3]=2)=[CH:33][C:34]([F:57])=[C:35]([S:37]([N:40]([CH2:46][C:47]2[CH:52]=[CH:51][C:50]([O:53][CH3:54])=[CH:49][C:48]=2[O:55][CH3:56])[C:41]2[S:42][CH:43]=[N:44][N:45]=2)(=[O:38])=[O:39])[CH:36]=1. (3) The product is: [C:11]1([C:33]2[CH:38]=[CH:37][CH:36]=[CH:35][CH:34]=2)[CH:12]=[CH:13][C:14]([CH2:17][C@H:18]2[N:22](/[CH:23]=[CH:39]/[C:40]3[CH:45]=[CH:57][CH:56]=[CH:55][CH:41]=3)[C:48](=[O:51])[C:20](=[CH2:21])[CH2:19]2)=[CH:15][CH:16]=1. Given the reactants [Li+].C[Si]([N-][Si](C)(C)C)(C)C.[C:11]1([C:33]2[CH:38]=[CH:37][CH:36]=[CH:35][CH:34]=2)[CH:16]=[CH:15][C:14]([CH2:17][C@H:18]2[N:22]([CH2:23]C3C=CC(OC)=CC=3)[C:21](=O)[CH2:20][CH2:19]2)=[CH:13][CH:12]=1.[CH3:39][C:40]([CH3:45])(C)[C:41](Cl)=O.C=O.[C:48]([O-:51])([O-])=O.[K+].[K+].O1C[CH2:57][CH2:56][CH2:55]1, predict the reaction product.